Dataset: Reaction yield outcomes from USPTO patents with 853,638 reactions. Task: Predict the reaction yield, written as a fraction of the theoretical maximum amount of product (1.0 means a 100% yield; for example, 0.34 means a 34% yield). (1) The reactants are F[C:2]1[CH:9]=[CH:8][CH:7]=[CH:6][C:3]=1[C:4]#[N:5].[Na].[NH:11]1[CH:15]=[CH:14][N:13]=[CH:12]1. The catalyst is C(#N)C. The product is [N:11]1([C:2]2[CH:9]=[CH:8][CH:7]=[CH:6][C:3]=2[C:4]#[N:5])[CH:15]=[CH:14][N:13]=[CH:12]1. The yield is 0.980. (2) The reactants are [CH3:1][C:2]1[N:6]=[CH:5][N:4]([C:7]2[CH:13]=[CH:12][C:10](N)=[CH:9][CH:8]=2)[N:3]=1.N([O-])=[O:15].[Na+]. The catalyst is O.S(=O)(=O)(O)O. The product is [CH3:1][C:2]1[N:6]=[CH:5][N:4]([C:7]2[CH:13]=[CH:12][C:10]([OH:15])=[CH:9][CH:8]=2)[N:3]=1. The yield is 0.500. (3) The reactants are CCN=C=N[CH2:6][CH2:7][CH2:8][N:9]([CH3:11])C.Cl.[CH:13]1[CH:14]=[CH:15][C:16]2N(O)N=N[C:17]=2[CH:18]=1.[Cl:23][C:24]1[C:25]([NH:35][C:36]([C:38]2[C:46]3[C:41](=[CH:42][CH:43]=[CH:44][CH:45]=3)[N:40]([CH3:47])[CH:39]=2)=[O:37])=[CH:26][C:27]([F:34])=[C:28]([CH2:30][C:31]([OH:33])=O)[CH:29]=1.[C:48]([O:51][CH2:52]C)(=[O:50])C.CN([CH:57]=[O:58])C. The product is [Cl:23][C:24]1[C:25]([NH:35][C:36]([C:38]2[C:46]3[C:41](=[CH:42][CH:43]=[CH:44][CH:45]=3)[N:40]([CH3:47])[CH:39]=2)=[O:37])=[CH:26][C:27]([F:34])=[C:28]([CH2:30][C:31]([N:9]2[CH2:8][CH2:7][CH2:6][C@H:11]2[CH2:57][O:58][C@H:13]2[CH2:14][CH2:15][C@H:16]([C:48]([O:51][CH3:52])=[O:50])[CH2:17][CH2:18]2)=[O:33])[CH:29]=1. The yield is 1.00. The catalyst is CN(C1C=CN=CC=1)C.[Cl-].[Na+].O. (4) The reactants are [Si]([O:18][CH2:19][CH2:20][CH2:21][CH:22]1[N:26]([C:27]([O:29][CH2:30][C:31]2[CH:36]=[CH:35][C:34]([O:37][C@H:38]3[C@H:43]([O:44][C:45](=[O:47])[CH3:46])[C@@H:42]([O:48][C:49](=[O:51])[CH3:50])[C@H:41]([O:52][C:53](=[O:55])[CH3:54])[C@@H:40]([C:56]([O:58][CH3:59])=[O:57])[O:39]3)=[C:33]([NH:60][C:61](=[O:82])[CH2:62][CH2:63][NH:64][C:65]([O:67][CH2:68][CH:69]3[C:81]4[CH:80]=[CH:79][CH:78]=[CH:77][C:76]=4[C:75]4[C:70]3=[CH:71][CH:72]=[CH:73][CH:74]=4)=[O:66])[CH:32]=2)=[O:28])[CH2:25][CH2:24][O:23]1)(C(C)(C)C)(C1C=CC=CC=1)C1C=CC=CC=1.C(=O)(O)[O-].[Na+]. The catalyst is C1COCC1.N1C=CC=CC=1. The product is [OH:18][CH2:19][CH2:20][CH2:21][CH:22]1[N:26]([C:27]([O:29][CH2:30][C:31]2[CH:36]=[CH:35][C:34]([O:37][C@H:38]3[C@H:43]([O:44][C:45](=[O:47])[CH3:46])[C@@H:42]([O:48][C:49](=[O:51])[CH3:50])[C@H:41]([O:52][C:53](=[O:55])[CH3:54])[C@@H:40]([C:56]([O:58][CH3:59])=[O:57])[O:39]3)=[C:33]([NH:60][C:61](=[O:82])[CH2:62][CH2:63][NH:64][C:65]([O:67][CH2:68][CH:69]3[C:70]4[CH:71]=[CH:72][CH:73]=[CH:74][C:75]=4[C:76]4[C:81]3=[CH:80][CH:79]=[CH:78][CH:77]=4)=[O:66])[CH:32]=2)=[O:28])[CH2:25][CH2:24][O:23]1. The yield is 0.860. (5) The reactants are [F:1][C:2]1[CH:8]=[CH:7][C:5]([NH2:6])=[CH:4][CH:3]=1.[N+:9]([C:12]1[CH:13]=[C:14]([CH:17]=[CH:18][CH:19]=1)[CH2:15]Br)([O-:11])=[O:10]. No catalyst specified. The product is [F:1][C:2]1[CH:8]=[CH:7][C:5]([N:6]([CH2:15][C:14]2[CH:17]=[CH:18][CH:19]=[C:12]([N+:9]([O-:11])=[O:10])[CH:13]=2)[CH2:15][C:14]2[CH:17]=[CH:18][CH:19]=[C:12]([N+:9]([O-:11])=[O:10])[CH:13]=2)=[CH:4][CH:3]=1. The yield is 0.870. (6) The reactants are C([O:3][C:4](=[O:27])[CH2:5][N:6]1[C:14]2[C:9](=[CH:10][CH:11]=[CH:12][CH:13]=2)[C:8]2([CH2:18][O:17][C:16]3[CH:19]=[C:20]4[C:24](=[CH:25][C:15]2=3)[CH2:23][CH2:22][CH2:21]4)[C:7]1=[O:26])C.C(OC(=O)CN1C2C(=CC=CC=2)C2(C3=CC4OCOC=4C=C3OC2)C1=O)C. No catalyst specified. The product is [O:26]=[C:7]1[C:8]2([CH2:18][O:17][C:16]3[CH:19]=[C:20]4[C:24](=[CH:25][C:15]2=3)[CH2:23][CH2:22][CH2:21]4)[C:9]2[C:14](=[CH:13][CH:12]=[CH:11][CH:10]=2)[N:6]1[CH2:5][C:4]([OH:27])=[O:3]. The yield is 0.740. (7) The yield is 0.570. No catalyst specified. The reactants are Cl[C:2]1[N:7]=[C:6]([C:8]2[N:12]3[CH:13]=[CH:14][C:15]([C:17]([CH3:27])([O:19][Si:20]([CH2:25][CH3:26])([CH2:23][CH3:24])[CH2:21][CH3:22])[CH3:18])=[N:16][C:11]3=[N:10][CH:9]=2)[CH:5]=[CH:4][N:3]=1.C([Sn](CCCC)(CCCC)[C:33]1[O:34][CH:35]=[CH:36][CH:37]=1)CCC. The product is [O:34]1[CH:35]=[CH:36][CH:37]=[C:33]1[C:2]1[N:7]=[C:6]([C:8]2[N:12]3[CH:13]=[CH:14][C:15]([C:17]([CH3:27])([O:19][Si:20]([CH2:25][CH3:26])([CH2:23][CH3:24])[CH2:21][CH3:22])[CH3:18])=[N:16][C:11]3=[N:10][CH:9]=2)[CH:5]=[CH:4][N:3]=1. (8) The reactants are [Br:1][C:2]1[CH:9]=[CH:8][C:5]([CH:6]=O)=[C:4]([O:10][C:11]2[CH:12]=[N:13][CH:14]=[CH:15][CH:16]=2)[CH:3]=1.[CH:17]1([NH2:20])[CH2:19][CH2:18]1.C(O)(=O)C.[BH-](OC(C)=O)(OC(C)=O)OC(C)=O.[Na+]. The catalyst is ClCCCl.C(Cl)Cl. The product is [Br:1][C:2]1[CH:9]=[CH:8][C:5]([CH2:6][NH:20][CH:17]2[CH2:19][CH2:18]2)=[C:4]([O:10][C:11]2[CH:12]=[N:13][CH:14]=[CH:15][CH:16]=2)[CH:3]=1. The yield is 0.760.